Task: Predict the reactants needed to synthesize the given product.. Dataset: Full USPTO retrosynthesis dataset with 1.9M reactions from patents (1976-2016) (1) Given the product [CH3:16][O:17][C:18]([C:20]1[C:11]2[CH:10]=[N:9][N:8]([CH2:7][C:6]3[CH:5]=[CH:4][C:3]([O:2][CH3:1])=[CH:15][CH:14]=3)[C:12]=2[N:13]=[C:22]([OH:23])[CH:21]=1)=[O:19], predict the reactants needed to synthesize it. The reactants are: [CH3:1][O:2][C:3]1[CH:15]=[CH:14][C:6]([CH2:7][N:8]2[C:12]([NH2:13])=[CH:11][CH:10]=[N:9]2)=[CH:5][CH:4]=1.[CH3:16][O:17][C:18]([C:20]#[C:21][C:22](OC)=[O:23])=[O:19]. (2) Given the product [CH2:1]([O:3][C:4](=[O:31])[C:5]([CH3:7])([O:8][C:9]1[CH:14]=[CH:13][C:12]([O:15][CH2:16][CH2:17][C:18]2[N:19]=[C:20]([C:24]3[CH:29]=[CH:28][C:27]([C:34]4[CH:35]=[CH:36][CH:37]=[CH:38][C:33]=4[CH3:32])=[CH:26][CH:25]=3)[O:21][C:22]=2[CH3:23])=[CH:11][CH:10]=1)[CH3:6])[CH3:2], predict the reactants needed to synthesize it. The reactants are: [CH2:1]([O:3][C:4](=[O:31])[C:5]([O:8][C:9]1[CH:14]=[CH:13][C:12]([O:15][CH2:16][CH2:17][C:18]2[N:19]=[C:20]([C:24]3[CH:29]=[CH:28][C:27](Br)=[CH:26][CH:25]=3)[O:21][C:22]=2[CH3:23])=[CH:11][CH:10]=1)([CH3:7])[CH3:6])[CH3:2].[CH3:32][C:33]1[CH:38]=[CH:37][CH:36]=[CH:35][C:34]=1B(O)O.[F-].[K+].C1(P(C2CCCCC2)C2C=CC=CC=2C2C=CC=CC=2)CCCCC1. (3) Given the product [Br:1][C:2]1[CH:3]=[C:4]2[C:8](=[CH:9][CH:10]=1)[N:7]([Si:16]([CH:20]([CH3:22])[CH3:21])([CH:17]([CH3:19])[CH3:18])[CH:13]([CH3:15])[CH3:14])[CH:6]=[CH:5]2, predict the reactants needed to synthesize it. The reactants are: [Br:1][C:2]1[CH:3]=[C:4]2[C:8](=[CH:9][CH:10]=1)[NH:7][CH:6]=[CH:5]2.[H-].[Na+].[CH:13]([Si:16](Cl)([CH:20]([CH3:22])[CH3:21])[CH:17]([CH3:19])[CH3:18])([CH3:15])[CH3:14].